From a dataset of Catalyst prediction with 721,799 reactions and 888 catalyst types from USPTO. Predict which catalyst facilitates the given reaction. (1) Reactant: [CH3:1][C:2]1([C:8]([OH:10])=O)[CH2:7][CH2:6][CH2:5][CH2:4][CH2:3]1.CN(C(ON1N=NC2C=CC=CC1=2)=[N+](C)C)C.[B-](F)(F)(F)F.CN1CCOCC1.[O:40]1[CH2:45][CH2:44][NH:43][C:42]2[N:46]=[C:47]([CH2:50][CH2:51][O:52][C:53]3[CH:65]=[CH:64][C:56]([CH2:57][C@@H:58]([C:60]([O:62]C)=[O:61])[NH2:59])=[CH:55][CH:54]=3)[CH:48]=[CH:49][C:41]1=2.[OH-].[Na+]. Product: [O:40]1[CH2:45][CH2:44][NH:43][C:42]2[N:46]=[C:47]([CH2:50][CH2:51][O:52][C:53]3[CH:65]=[CH:64][C:56]([CH2:57][C@@H:58]([C:60]([OH:62])=[O:61])[NH:59][C:8]([C:2]4([CH3:1])[CH2:3][CH2:4][CH2:5][CH2:6][CH2:7]4)=[O:10])=[CH:55][CH:54]=3)[CH:48]=[CH:49][C:41]1=2. The catalyst class is: 3. (2) Reactant: [CH3:1][OH:2].[H-].[Na+].C[O:6][C:7](=[O:18])[C:8]1[CH:13]=[CH:12][C:11]([N+:14]([O-:16])=[O:15])=[C:10](F)[CH:9]=1. Product: [CH3:1][O:2][C:10]1[CH:9]=[C:8]([CH:13]=[CH:12][C:11]=1[N+:14]([O-:16])=[O:15])[C:7]([OH:6])=[O:18]. The catalyst class is: 20. (3) Reactant: Br[C:2]1[C:3](=[O:9])[C:4]([CH3:8])([CH3:7])[CH2:5][CH:6]=1.C(O)(=O)C.[C-:14]#[N:15].[K+]. Product: [CH3:7][C:4]1([CH3:8])[CH2:5][C:6]([C:14]#[N:15])=[CH:2][C:3]1=[O:9]. The catalyst class is: 5. (4) Reactant: [C:1]([O:5][C:6]([N:8]1[CH2:13][CH2:12][C@@H:11]([OH:14])[CH2:10][C@@H:9]1[CH3:15])=[O:7])([CH3:4])([CH3:3])[CH3:2].[H-].[Na+].[Br:18][C:19]1[CH:24]=[CH:23][CH:22]=[C:21](F)[CH:20]=1. Product: [C:1]([O:5][C:6]([N:8]1[CH2:13][CH2:12][C@@H:11]([O:14][C:21]2[CH:22]=[CH:23][CH:24]=[C:19]([Br:18])[CH:20]=2)[CH2:10][C@@H:9]1[CH3:15])=[O:7])([CH3:4])([CH3:2])[CH3:3]. The catalyst class is: 60.